Dataset: Experimentally validated miRNA-target interactions with 360,000+ pairs, plus equal number of negative samples. Task: Binary Classification. Given a miRNA mature sequence and a target amino acid sequence, predict their likelihood of interaction. (1) The miRNA is hsa-miR-611 with sequence GCGAGGACCCCUCGGGGUCUGAC. The protein sequence of the target gene is MDWGTLQSILGGVNKHSTSIGKIWLTVLFIFRIMILVVAAKEVWGDEQADFVCNTLQPGCKNVCYDHHFPISHIRLWALQLIMVSTPALLVAMHVAYRRHEKKRKFMKGEIKNEFKDIEEIKTQKVRIEGSLWWTYTTSIFFRVIFEAVFMYVFYIMYNGFFMQRLVKCNAWPCPNTVDCFISRPTEKTVFTVFMISVSGICILLNITELCYLFVRYCSGKSKRPV. Result: 0 (no interaction). (2) The miRNA is hsa-miR-4766-3p with sequence AUAGCAAUUGCUCUUUUGGAA. The protein sequence of the target gene is MADKEAAFDDAVEERVINEEYKIWKKNTPFLYDLVMTHALEWPSLTAQWLPDVTRPEGKDFSIHRLVLGTHTSDEQNHLVIASVQLPNDDAQFDASHYDSEKGEFGGFGSVSGKIEIEIKINHEGEVNRARYMPQNPCIIATKTPSSDVLVFDYTKHPSKPDPSGECNPDLRLRGHQKEGYGLSWNPNLSGHLLSASDDHTICLWDISAVPKEGKVVDAKTIFTGHTAVVEDVSWHLLHESLFGSVADDQKLMIWDTRSNNTSKPSHSVDAHTAEVNCLSFNPYSEFILATGSADKTVAL.... Result: 1 (interaction). (3) Result: 0 (no interaction). The miRNA is hsa-miR-6869-3p with sequence CGCCGCGCGCAUCGGCUCAGC. The protein sequence of the target gene is MVLLESEQFLTELTRLFQKCRSSGSVFITLKKYDGRTKPIPRKSSVEGLEPAENKCLLRATDGKRKISTVVSSKEVNKFQMAYSNLLRANMDGLKKRDKKNKSKKSKPAQ. (4) The miRNA is cel-miR-85-3p with sequence UACAAAGUAUUUGAAAAGUCGUGC. The protein sequence of the target gene is MRTLAILAAILLVALQAQAEPLQARADEVAAAPEQIAADIPEVVVSLAWDESLAPKHPGSRKNMACYCRIPACIAGERRYGTCIYQGRLWAFCC. Result: 0 (no interaction).